This data is from Reaction yield outcomes from USPTO patents with 853,638 reactions. The task is: Predict the reaction yield, written as a fraction of the theoretical maximum amount of product (1.0 means a 100% yield; for example, 0.34 means a 34% yield). (1) The product is [CH:1]([N:14]1[C:22]2[C:17](=[CH:18][C:19]([Cl:23])=[CH:20][CH:21]=2)[C:16]([CH2:24][CH2:25][S:26]([C:29]2[CH:38]=[CH:37][C:32]([C:33]([OH:35])=[O:34])=[CH:31][CH:30]=2)(=[O:27])=[O:28])=[C:15]1[CH2:39][CH2:40][NH:41][S:42]([CH2:45][C:46]1[C:51]([F:52])=[CH:50][CH:49]=[CH:48][C:47]=1[F:53])(=[O:43])=[O:44])([C:2]1[CH:7]=[CH:6][CH:5]=[CH:4][CH:3]=1)[C:8]1[CH:9]=[CH:10][CH:11]=[CH:12][CH:13]=1. The catalyst is CO. The reactants are [CH:1]([N:14]1[C:22]2[C:17](=[CH:18][C:19]([Cl:23])=[CH:20][CH:21]=2)[C:16]([CH2:24][CH2:25][S:26]([C:29]2[CH:38]=[CH:37][C:32]([C:33]([O:35]C)=[O:34])=[CH:31][CH:30]=2)(=[O:28])=[O:27])=[C:15]1[CH2:39][CH2:40][NH:41][S:42]([CH2:45][C:46]1[C:51]([F:52])=[CH:50][CH:49]=[CH:48][C:47]=1[F:53])(=[O:44])=[O:43])([C:8]1[CH:13]=[CH:12][CH:11]=[CH:10][CH:9]=1)[C:2]1[CH:7]=[CH:6][CH:5]=[CH:4][CH:3]=1.C1COCC1.[OH-].[Na+]. The yield is 0.960. (2) The reactants are [NH2:1][C:2]1[CH:33]=[CH:32][C:5]([C:6]([NH:8][C@H:9]2[CH2:14][CH2:13][CH2:12][C@@H:11]([NH:15][C:16]3[N:21]=[C:20]([C:22]4[CH:23]=[N:24][N:25]5[CH:30]=[CH:29][CH:28]=[CH:27][C:26]=45)[C:19]([Cl:31])=[CH:18][N:17]=3)[CH2:10]2)=[O:7])=[CH:4][CH:3]=1.Cl.CCN(C(C)C)C(C)C.[C:44](Cl)(=[O:47])[CH:45]=[CH2:46]. The catalyst is C1COCC1.CN1C(=O)CCC1. The product is [C:44]([NH:1][C:2]1[CH:33]=[CH:32][C:5]([C:6]([NH:8][C@H:9]2[CH2:14][CH2:13][CH2:12][C@@H:11]([NH:15][C:16]3[N:21]=[C:20]([C:22]4[CH:23]=[N:24][N:25]5[CH:30]=[CH:29][CH:28]=[CH:27][C:26]=45)[C:19]([Cl:31])=[CH:18][N:17]=3)[CH2:10]2)=[O:7])=[CH:4][CH:3]=1)(=[O:47])[CH:45]=[CH2:46]. The yield is 0.110. (3) The catalyst is ClCCl. The yield is 0.600. The reactants are CC(OI1(OC(C)=O)(OC(C)=O)OC(=O)C2C1=CC=CC=2)=O.[OH:23][CH:24]([CH2:30][O:31][Si:32]([CH3:38])([CH3:37])[C:33]([CH3:36])([CH3:35])[CH3:34])[C:25]([O:27][CH2:28][CH3:29])=[O:26]. The product is [O:23]=[C:24]([CH2:30][O:31][Si:32]([CH3:37])([CH3:38])[C:33]([CH3:35])([CH3:34])[CH3:36])[C:25]([O:27][CH2:28][CH3:29])=[O:26]. (4) The reactants are [F:1][C:2]1[CH:3]=[C:4](B(O)O)[CH:5]=[CH:6][C:7]=1[S:8][CH3:9].[CH2:13]([N:20]1[C:25](=[O:26])[C:24]([O:27][CH3:28])=[C:23](Br)[CH:22]=[N:21]1)[C:14]1[CH:19]=[CH:18][CH:17]=[CH:16][CH:15]=1. No catalyst specified. The product is [CH2:13]([N:20]1[C:25](=[O:26])[C:24]([O:27][CH3:28])=[C:23]([C:4]2[CH:5]=[CH:6][C:7]([S:8][CH3:9])=[C:2]([F:1])[CH:3]=2)[CH:22]=[N:21]1)[C:14]1[CH:15]=[CH:16][CH:17]=[CH:18][CH:19]=1. The yield is 0.910. (5) The reactants are [Br:1][C:2]1[CH:3]=[C:4]([N:12]([CH2:19][CH3:20])[CH:13]2[CH2:18][CH2:17][O:16][CH2:15][CH2:14]2)[C:5]([CH3:11])=[C:6]([CH:10]=1)[C:7]([OH:9])=O.[NH2:21][CH2:22][C:23]1[C:24](=[O:33])[NH:25][C:26]([CH3:32])=[CH:27][C:28]=1[CH:29]([CH3:31])[CH3:30].C(N(CC)CC)C.C1CN([P+](ON2N=NC3C=CC=CC2=3)(N2CCCC2)N2CCCC2)CC1.F[P-](F)(F)(F)(F)F. The catalyst is CS(C)=O. The product is [Br:1][C:2]1[CH:3]=[C:4]([N:12]([CH2:19][CH3:20])[CH:13]2[CH2:18][CH2:17][O:16][CH2:15][CH2:14]2)[C:5]([CH3:11])=[C:6]([CH:10]=1)[C:7]([NH:21][CH2:22][C:23]1[C:24](=[O:33])[NH:25][C:26]([CH3:32])=[CH:27][C:28]=1[CH:29]([CH3:30])[CH3:31])=[O:9]. The yield is 0.689. (6) The reactants are [CH2:1]([O:3][C:4]1[CH:5]=[C:6]([CH:12]([N:17]2[C:21](=[O:22])[C:20]3=[C:23]([CH3:27])[CH:24]=[CH:25][CH:26]=[C:19]3[C:18]2=[O:28])[CH2:13][C:14](O)=[O:15])[CH:7]=[CH:8][C:9]=1[O:10][CH3:11])[CH3:2].C(N1C=CN=C1)(N1C=CN=C1)=O.Cl.[NH2:42][OH:43]. The catalyst is O1CCCC1. The product is [CH2:1]([O:3][C:4]1[CH:5]=[C:6]([CH:12]([N:17]2[C:21](=[O:22])[C:20]3=[C:23]([CH3:27])[CH:24]=[CH:25][CH:26]=[C:19]3[C:18]2=[O:28])[CH2:13][C:14]([NH:42][OH:43])=[O:15])[CH:7]=[CH:8][C:9]=1[O:10][CH3:11])[CH3:2]. The yield is 0.900. (7) The product is [Br:1][C:2]1[CH:3]=[CH:4][C:5]([C:12]2[CH2:31][C:30]([C:28]3[CH:27]=[C:26]([Cl:36])[CH:25]=[C:24]([Cl:23])[CH:29]=3)([C:32]([F:33])([F:35])[F:34])[O:14][N:13]=2)=[C:6]2[C:11]=1[N:10]=[CH:9][CH:8]=[CH:7]2. The catalyst is CN(C)C=O.O. The reactants are [Br:1][C:2]1[C:11]2[N:10]=[CH:9][CH:8]=[CH:7][C:6]=2[C:5]([CH:12]=[N:13][OH:14])=[CH:4][CH:3]=1.ClN1C(=O)CCC1=O.[Cl:23][C:24]1[CH:29]=[C:28]([C:30]([C:32]([F:35])([F:34])[F:33])=[CH2:31])[CH:27]=[C:26]([Cl:36])[CH:25]=1.C(N(CC)CC)C. The yield is 0.610.